This data is from Full USPTO retrosynthesis dataset with 1.9M reactions from patents (1976-2016). The task is: Predict the reactants needed to synthesize the given product. (1) Given the product [N:21]1[N:22]=[CH:23][N:24]([C:26]2[CH:34]=[CH:33][CH:32]=[CH:31][C:27]=2[C:28]([N:13]2[CH2:14][CH:15]3[CH:11]([CH2:10][N:9]([C:4]4[N:5]=[C:6]([CH3:8])[CH:7]=[C:2]([CH3:1])[N:3]=4)[CH2:16]3)[CH2:12]2)=[O:29])[CH:25]=1, predict the reactants needed to synthesize it. The reactants are: [CH3:1][C:2]1[CH:7]=[C:6]([CH3:8])[N:5]=[C:4]([N:9]2[CH2:16][CH:15]3[CH:11]([CH2:12][NH:13][CH2:14]3)[CH2:10]2)[N:3]=1.CC(O)=O.[N:21]1[N:22]=[CH:23][N:24]([C:26]2[CH:34]=[CH:33][CH:32]=[CH:31][C:27]=2[C:28](O)=[O:29])[CH:25]=1. (2) Given the product [F:1][C:2]1[CH:7]=[CH:6][C:5]([C:8]2[N:12]([CH2:13][CH2:14][CH2:15][CH2:16][S:26][CH3:23])[N:11]=[C:10]([CH3:18])[CH:9]=2)=[CH:4][CH:3]=1, predict the reactants needed to synthesize it. The reactants are: [F:1][C:2]1[CH:7]=[CH:6][C:5]([C:8]2[N:12]([CH2:13][CH2:14][CH2:15][CH2:16]O)[N:11]=[C:10]([CH3:18])[CH:9]=2)=[CH:4][CH:3]=1.CC1C=C[C:23]([S:26](Cl)(=O)=O)=CC=1.Cl. (3) Given the product [CH:1]1([CH2:4][N:5]2[C:13]3[N:12]=[C:11]([CH2:14][C:15]4[CH:20]=[CH:19][C:18]([N:21]([CH3:33])[S:22]([C:25]5[C:26]([CH3:32])=[N:27][N:28]([CH3:31])[CH:29]=5)(=[O:23])=[O:24])=[CH:17][CH:16]=4)[NH:10][C:9]=3[C:8](=[O:34])[N:7]([CH2:35][C:36]3[CH:41]=[CH:40][CH:39]=[CH:38][C:37]=3[F:42])[C:6]2=[O:43])[CH2:3][CH2:2]1, predict the reactants needed to synthesize it. The reactants are: [CH:1]1([CH2:4][N:5]2[C:13]3[N:12]=[C:11]([CH2:14][C:15]4[CH:20]=[CH:19][C:18]([N:21]([CH3:33])[S:22]([C:25]5[C:26]([CH3:32])=[N:27][N:28]([CH3:31])[C:29]=5Cl)(=[O:24])=[O:23])=[CH:17][CH:16]=4)[NH:10][C:9]=3[C:8](=[O:34])[N:7]([CH2:35][C:36]3[CH:41]=[CH:40][CH:39]=[CH:38][C:37]=3[F:42])[C:6]2=[O:43])[CH2:3][CH2:2]1. (4) The reactants are: [CH:1]1([CH2:6][C:7]([NH:9][C:10]2[C:15]([CH3:16])=[CH:14][C:13]([NH:17][CH2:18][C:19]3[CH:24]=[CH:23][C:22]([C:25]([F:28])([F:27])[F:26])=[CH:21][CH:20]=3)=[CH:12][C:11]=2[CH3:29])=[O:8])[CH2:5][CH2:4][CH2:3][CH2:2]1.[C:30](O)(=O)C.C([BH3-])#N.[Na+].C=O. Given the product [CH:1]1([CH2:6][C:7]([NH:9][C:10]2[C:15]([CH3:16])=[CH:14][C:13]([N:17]([CH3:30])[CH2:18][C:19]3[CH:24]=[CH:23][C:22]([C:25]([F:26])([F:27])[F:28])=[CH:21][CH:20]=3)=[CH:12][C:11]=2[CH3:29])=[O:8])[CH2:5][CH2:4][CH2:3][CH2:2]1, predict the reactants needed to synthesize it. (5) Given the product [NH2:52][CH2:53][CH2:54][O:40]/[N:39]=[C:35]1\[C@@H:36]([O:37][CH3:38])[C@@H:31]([NH:30][C:14]2[C:13](=[O:44])[C:12]3[CH:11]=[C:10]4[C:19]([C:20](=[O:27])[C@@:21]5([O:25][CH3:26])[C@@:8]([OH:46])([C:9]4=[O:45])[C:7]4[C:2]([OH:1])=[C:3]([C:48]([O:50][CH3:51])=[O:49])[C:4]([CH3:47])=[CH:5][C:6]=4[CH2:23][C@H:22]5[OH:24])=[C:18]([OH:28])[C:17]=3[C:16](=[O:29])[CH:15]=2)[O:32][C@@H:33]([CH3:43])[C@@H:34]\1[O:41][CH3:42], predict the reactants needed to synthesize it. The reactants are: [OH:1][C:2]1[C:7]2[C@@:8]3([OH:46])[C@@:21]([O:25][CH3:26])([C@H:22]([OH:24])[CH2:23][C:6]=2[CH:5]=[C:4]([CH3:47])[C:3]=1[C:48]([O:50][CH3:51])=[O:49])[C:20](=[O:27])[C:19]1[C:10](=[CH:11][C:12]2[C:13](=[O:44])[C:14]([NH:30][C@@H:31]4[C@H:36]([O:37][CH3:38])[C:35](=[N:39][OH:40])[C@@H:34]([O:41][CH3:42])[C@H:33]([CH3:43])[O:32]4)=[CH:15][C:16](=[O:29])[C:17]=2[C:18]=1[OH:28])[C:9]3=[O:45].[N:52]1C=CC=[CH:54][CH:53]=1. (6) Given the product [C:34]1([NH:40][C:21]([C:20]2[C:15]([NH:14][C:13]([C:12]3[N:8]([C:3]4[C:2]([Cl:1])=[CH:7][CH:6]=[CH:5][N:4]=4)[N:9]=[C:10]([C:29]([F:31])([F:30])[F:32])[CH:11]=3)=[O:22])=[C:16]([C:27]#[N:28])[CH:17]=[C:18]3[C:19]=2[NH:24][N:25]=[CH:26]3)=[O:23])([CH:37]2[CH2:39][CH2:38]2)[CH2:36][CH2:35]1, predict the reactants needed to synthesize it. The reactants are: [Cl:1][C:2]1[C:3]([N:8]2[C:12]([C:13]3[O:22][C:21](=[O:23])[C:20]4[C:15](=[C:16]([C:27]#[N:28])[CH:17]=[C:18]5[CH:26]=[N:25][NH:24][C:19]5=4)[N:14]=3)=[CH:11][C:10]([C:29]([F:32])([F:31])[F:30])=[N:9]2)=[N:4][CH:5]=[CH:6][CH:7]=1.Cl.[C:34]1([NH2:40])([CH:37]2[CH2:39][CH2:38]2)[CH2:36][CH2:35]1.C(N(CC)CC)C. (7) Given the product [F:21][C:20]([F:23])([F:22])[CH2:19][NH:18][C:16]([NH:15][C:11]1[CH:10]=[C:9]([N:6]2[C:5]3[CH:24]=[CH:25][C:2]([C:34]4[CH:35]=[N:36][N:37]([CH:39]5[CH2:40][CH2:41][N:42]([C:45]([O:47][C:48]([CH3:51])([CH3:50])[CH3:49])=[O:46])[CH2:43][CH2:44]5)[CH:38]=4)=[CH:3][C:4]=3[N:8]=[CH:7]2)[CH:14]=[CH:13][CH:12]=1)=[O:17], predict the reactants needed to synthesize it. The reactants are: Br[C:2]1[CH:25]=[CH:24][C:5]2[N:6]([C:9]3[CH:10]=[C:11]([NH:15][C:16]([NH:18][CH2:19][C:20]([F:23])([F:22])[F:21])=[O:17])[CH:12]=[CH:13][CH:14]=3)[CH:7]=[N:8][C:4]=2[CH:3]=1.CC1(C)C(C)(C)OB([C:34]2[CH:35]=[N:36][N:37]([CH:39]3[CH2:44][CH2:43][N:42]([C:45]([O:47][C:48]([CH3:51])([CH3:50])[CH3:49])=[O:46])[CH2:41][CH2:40]3)[CH:38]=2)O1.ClCCl.C(=O)([O-])[O-].[Na+].[Na+].